From a dataset of Full USPTO retrosynthesis dataset with 1.9M reactions from patents (1976-2016). Predict the reactants needed to synthesize the given product. (1) Given the product [CH3:22][C@H:23]1[CH2:27][CH2:26][CH2:25][N:24]1[C:2]1[C:3]([C:16]2[CH:21]=[CH:20][CH:19]=[CH:18][CH:17]=2)=[N:4][C:5]2[C:10]([N:11]=1)=[CH:9][C:8]([C:12]([O:14][CH3:15])=[O:13])=[CH:7][CH:6]=2, predict the reactants needed to synthesize it. The reactants are: Br[C:2]1[C:3]([C:16]2[CH:21]=[CH:20][CH:19]=[CH:18][CH:17]=2)=[N:4][C:5]2[C:10]([N:11]=1)=[CH:9][C:8]([C:12]([O:14][CH3:15])=[O:13])=[CH:7][CH:6]=2.[CH3:22][CH:23]1[CH2:27][CH2:26][CH2:25][NH:24]1.C(=O)([O-])[O-].[K+].[K+]. (2) Given the product [S:1]1[C:5]2[CH:6]=[CH:7][CH:8]=[CH:9][C:4]=2[N:3]=[C:2]1[C:26]1([OH:29])[CH2:27][CH2:28][C:23]([N:22]([CH3:21])[CH3:36])([C:30]2[CH:35]=[CH:34][CH:33]=[CH:32][CH:31]=2)[CH2:24][CH2:25]1, predict the reactants needed to synthesize it. The reactants are: [S:1]1[C:5]2[CH:6]=[CH:7][CH:8]=[CH:9][C:4]=2[N:3]=[CH:2]1.C([Li])CCC.CCCCCC.[CH3:21][N:22]([CH3:36])[C:23]1([C:30]2[CH:35]=[CH:34][CH:33]=[CH:32][CH:31]=2)[CH2:28][CH2:27][C:26](=[O:29])[CH2:25][CH2:24]1. (3) Given the product [N+:8]([C:5]1[CH:6]=[CH:7][C:2]([O:24][C:21]2[CH:22]=[CH:23][C:18]([O:17][C:16]([F:15])([F:25])[F:26])=[CH:19][CH:20]=2)=[C:3]([C:11]([F:14])([F:13])[F:12])[CH:4]=1)([O-:10])=[O:9], predict the reactants needed to synthesize it. The reactants are: Cl[C:2]1[CH:7]=[CH:6][C:5]([N+:8]([O-:10])=[O:9])=[CH:4][C:3]=1[C:11]([F:14])([F:13])[F:12].[F:15][C:16]([F:26])([F:25])[O:17][C:18]1[CH:23]=[CH:22][C:21]([OH:24])=[CH:20][CH:19]=1.C(=O)([O-])[O-].[K+].[K+]. (4) Given the product [CH3:16][O:17][C:18]([C:20]1[N:24]=[C:23]([C:25]2[CH:30]=[CH:29][C:28]([C:58]#[N:59])=[CH:27][N:26]=2)[N:22]([C:32]2[CH:33]=[N:34][C:35]([O:38][CH3:39])=[CH:36][CH:37]=2)[N:21]=1)=[O:19], predict the reactants needed to synthesize it. The reactants are: FC(F)(F)S(OS(C(F)(F)F)(=O)=O)(=O)=O.[CH3:16][O:17][C:18]([C:20]1[N:24]=[C:23]([C:25]2[CH:30]=[CH:29][C:28](O)=[CH:27][N:26]=2)[N:22]([C:32]2[CH:33]=[N:34][C:35]([O:38][CH3:39])=[CH:36][CH:37]=2)[N:21]=1)=[O:19].C(=O)([O-])O.[Na+].C([Sn]([C:58]#[N:59])(CCCC)CCCC)CCC.[F-].[K+]. (5) Given the product [OH:3][CH:4]1[CH2:5][CH2:6][N:7]([C:10]([O:12][C:13]([CH3:16])([CH3:15])[CH3:14])=[O:11])[CH2:8][CH2:9]1, predict the reactants needed to synthesize it. The reactants are: [BH4-].[Na+].[O:3]=[C:4]1[CH2:9][CH2:8][N:7]([C:10]([O:12][C:13]([CH3:16])([CH3:15])[CH3:14])=[O:11])[CH2:6][CH2:5]1. (6) Given the product [CH3:1][C:2]1[CH:3]=[CH:4][CH:5]=[C:6]([O:8][CH3:9])[N:7]=1, predict the reactants needed to synthesize it. The reactants are: [CH3:1][C:2]1[N:7]=[C:6]([OH:8])[CH:5]=[CH:4][CH:3]=1.[CH3:9]I. (7) Given the product [Cl:1][C:2]1[CH:7]=[CH:6][C:5]([C:8]2[C:14]3[CH:15]=[C:16]([C:19]4[CH:24]=[CH:23][CH:22]=[C:21]([CH2:25][NH:40][CH2:38][CH3:39])[CH:20]=4)[CH:17]=[CH:18][C:13]=3[N:12]3[C:27]([CH3:30])=[N:28][N:29]=[C:11]3[C@H:10]([CH2:31][C:32]([NH:34][CH2:35][CH3:36])=[O:33])[N:9]=2)=[CH:4][CH:3]=1, predict the reactants needed to synthesize it. The reactants are: [Cl:1][C:2]1[CH:7]=[CH:6][C:5]([C:8]2[C:14]3[CH:15]=[C:16]([C:19]4[CH:24]=[CH:23][CH:22]=[C:21]([CH:25]=O)[CH:20]=4)[CH:17]=[CH:18][C:13]=3[N:12]3[C:27]([CH3:30])=[N:28][N:29]=[C:11]3[C@H:10]([CH2:31][C:32]([NH:34][CH2:35][CH3:36])=[O:33])[N:9]=2)=[CH:4][CH:3]=1.Cl.[CH2:38]([NH2:40])[CH3:39].C(O[BH-](OC(=O)C)OC(=O)C)(=O)C.[Na+].C(=O)([O-])O.[Na+].